From a dataset of Catalyst prediction with 721,799 reactions and 888 catalyst types from USPTO. Predict which catalyst facilitates the given reaction. (1) Reactant: [NH2:1][C:2]1[S:3][CH:4]=[C:5]([C:7]2[CH:16]=[CH:15][C:14]3[C:9](=[CH:10][CH:11]=[CH:12][CH:13]=3)[CH:8]=2)[N:6]=1.[CH3:17][O:18][C:19]1[CH:20]=[C:21]2[C:26](=[O:27])[O:25][C:23](=[O:24])[C:22]2=[CH:28][C:29]=1[O:30][CH3:31]. Product: [CH3:31][O:30][C:29]1[C:19]([O:18][CH3:17])=[CH:20][C:21]([C:26]([OH:27])=[O:25])=[C:22]([C:23]([NH:1][C:2]2[S:3][CH:4]=[C:5]([C:7]3[CH:16]=[CH:15][C:14]4[C:9](=[CH:10][CH:11]=[CH:12][CH:13]=4)[CH:8]=3)[N:6]=2)=[O:24])[CH:28]=1. The catalyst class is: 17. (2) Reactant: [NH2:1][C:2]1[C:7]([CH:8]=[O:9])=[C:6](Cl)[N:5]=[CH:4][N:3]=1.[C:11]([O:15][C:16]([N:18]1[CH2:23][CH2:22][NH:21][CH2:20][CH2:19]1)=[O:17])([CH3:14])([CH3:13])[CH3:12].CCN(C(C)C)C(C)C. Product: [C:11]([O:15][C:16]([N:18]1[CH2:23][CH2:22][N:21]([C:6]2[C:7]([CH:8]=[O:9])=[C:2]([NH2:1])[N:3]=[CH:4][N:5]=2)[CH2:20][CH2:19]1)=[O:17])([CH3:14])([CH3:12])[CH3:13]. The catalyst class is: 23. (3) Reactant: [F:1][C:2]1[CH:7]=[C:6]([CH:8]2[CH2:12][CH2:11][CH2:10][NH:9]2)[CH:5]=[CH:4][C:3]=1[C:13]1[O:14][C:15]2[C:21]([C:22]([O:24]C)=O)=[CH:20][CH:19]=[CH:18][C:16]=2[N:17]=1.[NH3:26]. Product: [F:1][C:2]1[CH:7]=[C:6]([CH:8]2[CH2:12][CH2:11][CH2:10][NH:9]2)[CH:5]=[CH:4][C:3]=1[C:13]1[O:14][C:15]2[C:21]([C:22]([NH2:26])=[O:24])=[CH:20][CH:19]=[CH:18][C:16]=2[N:17]=1. The catalyst class is: 5. (4) The catalyst class is: 4. Reactant: [F:1][C:2]1[CH:3]=[C:4]([C:9]2([O:16][CH3:17])[CH2:13][CH2:12][N:11]([CH2:14][CH3:15])[CH2:10]2)[CH:5]=[CH:6][C:7]=1[F:8].ClC1C=C(C=CC=1)C(OO)=[O:23]. Product: [F:1][C:2]1[CH:3]=[C:4]([C:9]2([O:16][CH3:17])[CH2:13][CH2:12][N+:11]([O-:23])([CH2:14][CH3:15])[CH2:10]2)[CH:5]=[CH:6][C:7]=1[F:8]. (5) Reactant: [F:1][C:2]([F:17])([F:16])[C:3](=O)[CH2:4][C:5](=O)[CH:6]=[CH:7][C:8]1[CH:13]=[CH:12][CH:11]=[CH:10][CH:9]=1.Cl.[CH3:19][O:20][C:21]1[CH:26]=[CH:25][C:24]([NH:27][NH2:28])=[CH:23][CH:22]=1. Product: [CH3:19][O:20][C:21]1[CH:26]=[CH:25][C:24]([N:27]2[C:5]([CH:6]=[CH:7][C:8]3[CH:13]=[CH:12][CH:11]=[CH:10][CH:9]=3)=[CH:4][C:3]([C:2]([F:17])([F:16])[F:1])=[N:28]2)=[CH:23][CH:22]=1. The catalyst class is: 40. (6) Reactant: [C:1]([C:5]1[N:10]=[CH:9][CH:8]=[CH:7][N:6]=1)([CH3:4])([CH3:3])[CH3:2].C([O-])(=O)C.[Na+].N#N.[Br:18]Br.[Al]. Product: [Br:18][C:8]1[CH:7]=[N:6][C:5]([C:1]([CH3:4])([CH3:3])[CH3:2])=[N:10][CH:9]=1. The catalyst class is: 15. (7) Reactant: Br[C:2]1[CH:7]=[C:6]([O:8][CH3:9])[CH:5]=[C:4]([O:10][CH3:11])[CH:3]=1.C([Li])CCC.[C:17](OCC)(=[O:23])[C:18]([O:20][CH2:21][CH3:22])=[O:19]. Product: [CH3:11][O:10][C:4]1[CH:3]=[C:2]([C:17](=[O:23])[C:18]([O:20][CH2:21][CH3:22])=[O:19])[CH:7]=[C:6]([O:8][CH3:9])[CH:5]=1. The catalyst class is: 1.